This data is from Forward reaction prediction with 1.9M reactions from USPTO patents (1976-2016). The task is: Predict the product of the given reaction. Given the reactants [C:1]([O:5][C:6](=[O:14])[NH:7][CH:8]1[CH2:12][O:11][NH:10][C:9]1=[O:13])([CH3:4])([CH3:3])[CH3:2].C(N(CC)CC)C.[F:22][C:23]([F:34])([F:33])[CH2:24]OS(C(F)(F)F)(=O)=O, predict the reaction product. The product is: [O:13]=[C:9]1[C@H:8]([NH:7][C:6](=[O:14])[O:5][C:1]([CH3:4])([CH3:2])[CH3:3])[CH2:12][O:11][N:10]1[CH2:24][C:23]([F:34])([F:33])[F:22].